Dataset: Full USPTO retrosynthesis dataset with 1.9M reactions from patents (1976-2016). Task: Predict the reactants needed to synthesize the given product. (1) Given the product [CH3:1][N:2]1[CH2:7][CH2:6][N:5]([C:8](=[O:24])/[CH:9]=[CH:10]/[C:11]2[N:16]=[C:15](/[CH:17]=[CH:18]/[C:19]([OH:21])=[O:20])[CH:14]=[CH:13][CH:12]=2)[CH2:4][CH2:3]1, predict the reactants needed to synthesize it. The reactants are: [CH3:1][N:2]1[CH2:7][CH2:6][N:5]([C:8](=[O:24])/[CH:9]=[CH:10]/[C:11]2[N:16]=[C:15](/[CH:17]=[CH:18]/[C:19]([O:21]CC)=[O:20])[CH:14]=[CH:13][CH:12]=2)[CH2:4][CH2:3]1.[OH-].[K+]. (2) Given the product [Cl:1][C:2]1[S:6][C:5]([C:7]([NH:9][CH2:10][C:11]2[N:12]=[N:13][N:14]([C:16]3[CH:21]=[CH:20][C:19]([N:27]4[CH2:28][CH2:29][CH2:30][N:24]([CH3:23])[CH2:25][CH2:26]4)=[CH:18][CH:17]=3)[CH:15]=2)=[O:8])=[CH:4][CH:3]=1, predict the reactants needed to synthesize it. The reactants are: [Cl:1][C:2]1[S:6][C:5]([C:7]([NH:9][CH2:10][C:11]2[N:12]=[N:13][N:14]([C:16]3[CH:21]=[CH:20][C:19](I)=[CH:18][CH:17]=3)[CH:15]=2)=[O:8])=[CH:4][CH:3]=1.[CH3:23][N:24]1[CH2:30][CH2:29][CH2:28][NH:27][CH2:26][CH2:25]1.C(O)CO.P([O-])([O-])([O-])=O.[K+].[K+].[K+]. (3) Given the product [Cl:1][C:2]1[CH:7]=[CH:6][CH:5]=[CH:4][C:3]=1[C:8](=[O:21])[C:9](=[CH:17][NH:18][C:20]1[CH:28]=[CH:29][C:23]([I:22])=[CH:24][CH:25]=1)[C:10]([O:12][C:13]([CH3:14])([CH3:15])[CH3:16])=[O:11], predict the reactants needed to synthesize it. The reactants are: [Cl:1][C:2]1[CH:7]=[CH:6][CH:5]=[CH:4][C:3]=1[C:8](=[O:21])[C:9](=[CH:17][N:18]([CH3:20])C)[C:10]([O:12][C:13]([CH3:16])([CH3:15])[CH3:14])=[O:11].[I:22][C:23]1[CH:29]=[CH:28]C(N)=[CH:25][CH:24]=1. (4) Given the product [C:1]([O:4][C@@H:5]1[C@@H:10]([O:11][C:12](=[O:14])[CH3:13])[C@@H:9]([O:15][C:16](=[O:18])[CH3:17])[C@@H:8]([CH2:19][O:20][C:21](=[O:23])[CH3:22])[O:7][C@H:6]1[O:24][C:25]1[C:29]([CH2:30][C:31]2[CH:36]=[CH:35][C:34]([CH2:37][CH2:38][CH2:39][C:40](=[O:48])[NH:41][C:42]([C:45]([N:65]3[CH2:66][CH2:67][N:62]([C:60]([O:59][CH2:52][C:53]4[CH:58]=[CH:57][CH:56]=[CH:55][CH:54]=4)=[O:61])[CH2:63][CH2:64]3)=[O:46])([CH3:44])[CH3:43])=[CH:33][CH:32]=2)=[C:28]([CH:49]([CH3:51])[CH3:50])[NH:27][N:26]=1)(=[O:3])[CH3:2], predict the reactants needed to synthesize it. The reactants are: [C:1]([O:4][C@@H:5]1[C@@H:10]([O:11][C:12](=[O:14])[CH3:13])[C@@H:9]([O:15][C:16](=[O:18])[CH3:17])[C@@H:8]([CH2:19][O:20][C:21](=[O:23])[CH3:22])[O:7][C@H:6]1[O:24][C:25]1[C:29]([CH2:30][C:31]2[CH:36]=[CH:35][C:34]([CH2:37][CH2:38][CH2:39][C:40](=[O:48])[NH:41][C:42]([C:45](O)=[O:46])([CH3:44])[CH3:43])=[CH:33][CH:32]=2)=[C:28]([CH:49]([CH3:51])[CH3:50])[NH:27][N:26]=1)(=[O:3])[CH3:2].[CH2:52]([O:59][C:60]([N:62]1[CH2:67][CH2:66][NH:65][CH2:64][CH2:63]1)=[O:61])[C:53]1[CH:58]=[CH:57][CH:56]=[CH:55][CH:54]=1.ON1C2C=CC=CC=2N=N1.Cl.C(N=C=NCCCN(C)C)C. (5) The reactants are: [CH3:1][C:2]1[CH:3]=[C:4]([NH2:8])[CH:5]=[N:6][CH:7]=1.Cl[C:10](Cl)([O:12]C(=O)OC(Cl)(Cl)Cl)Cl.C(N(CC)CC)C.[NH2:28][C:29]1[CH:45]=[CH:44][C:32]([CH2:33][C:34]2[NH:43][C:37]3[C:38](=[O:42])[NH:39][CH:40]=[CH:41][C:36]=3[N:35]=2)=[CH:31][CH:30]=1. Given the product [CH3:1][C:2]1[CH:3]=[C:4]([NH:8][C:10]([NH:28][C:29]2[CH:30]=[CH:31][C:32]([CH2:33][C:34]3[NH:43][C:37]4[C:38](=[O:42])[NH:39][CH:40]=[CH:41][C:36]=4[N:35]=3)=[CH:44][CH:45]=2)=[O:12])[CH:5]=[N:6][CH:7]=1, predict the reactants needed to synthesize it.